Dataset: Peptide-MHC class I binding affinity with 185,985 pairs from IEDB/IMGT. Task: Regression. Given a peptide amino acid sequence and an MHC pseudo amino acid sequence, predict their binding affinity value. This is MHC class I binding data. (1) The peptide sequence is TSPDLSFSL. The MHC is HLA-B27:05 with pseudo-sequence HLA-B27:05. The binding affinity (normalized) is 0.0847. (2) The peptide sequence is KEVKAAASKV. The MHC is Patr-B2401 with pseudo-sequence Patr-B2401. The binding affinity (normalized) is 0.180.